This data is from Reaction yield outcomes from USPTO patents with 853,638 reactions. The task is: Predict the reaction yield, written as a fraction of the theoretical maximum amount of product (1.0 means a 100% yield; for example, 0.34 means a 34% yield). The reactants are [S:1]1[C:9]2[CH2:8][CH2:7][NH:6][CH2:5][C:4]=2[CH:3]=[CH:2]1.[CH2:10]([O:12][C:13](=[O:28])[C:14]([CH3:27])([CH3:26])[CH2:15][CH2:16][CH:17](Br)[C:18]1[CH:23]=[CH:22][CH:21]=[CH:20][C:19]=1[Cl:24])[CH3:11].C(N(CC)CC)C.C(=O)(O)[O-].[Na+]. The catalyst is C1COCC1.CN(C1C=CN=CC=1)C. The product is [CH2:10]([O:12][C:13](=[O:28])[C:14]([CH3:27])([CH3:26])[CH2:15][CH2:16][CH:17]([C:18]1[CH:23]=[CH:22][CH:21]=[CH:20][C:19]=1[Cl:24])[N:6]1[CH2:7][CH2:8][C:9]2[S:1][CH:2]=[CH:3][C:4]=2[CH2:5]1)[CH3:11]. The yield is 0.672.